From a dataset of Reaction yield outcomes from USPTO patents with 853,638 reactions. Predict the reaction yield, written as a fraction of the theoretical maximum amount of product (1.0 means a 100% yield; for example, 0.34 means a 34% yield). (1) The reactants are [NH2:1][C:2]1[CH:3]=[CH:4][C:5]([Cl:12])=[C:6]([C:8]([F:11])([F:10])[F:9])[CH:7]=1.[CH3:13][C:14]([CH3:16])=O.C([BH3-])#N.[Na+]. The catalyst is CO.[Cl-].[Zn+2].[Cl-]. The product is [Cl:12][C:5]1[CH:4]=[CH:3][C:2]([NH:1][CH:14]([CH3:16])[CH3:13])=[CH:7][C:6]=1[C:8]([F:9])([F:10])[F:11]. The yield is 0.740. (2) The reactants are Br[C:2]1[C:3]([NH:8][C:9]2[S:10][CH:11]=[C:12]([CH3:14])[N:13]=2)=[N:4][CH:5]=[CH:6][CH:7]=1.C[Li].C([Li])CCC.[F:22][C:23]([F:43])([F:42])[C:24]1[CH:29]=[CH:28][CH:27]=[CH:26][C:25]=1[S:30][S:30][C:25]1[CH:26]=[CH:27][CH:28]=[CH:29][C:24]=1[C:23]([F:22])([F:42])[F:43].[NH4+].[Cl-]. The catalyst is CCOCC.CCCCCC.C1COCC1. The product is [CH3:14][C:12]1[N:13]=[C:9]([NH:8][C:3]2[C:2]([S:30][C:25]3[CH:26]=[CH:27][CH:28]=[CH:29][C:24]=3[C:23]([F:22])([F:42])[F:43])=[CH:7][CH:6]=[CH:5][N:4]=2)[S:10][CH:11]=1. The yield is 0.520.